From a dataset of Forward reaction prediction with 1.9M reactions from USPTO patents (1976-2016). Predict the product of the given reaction. (1) The product is: [F:30][C:22]1[CH:21]=[CH:20][C:25]([C@@H:26]([NH:29][C:3]2[S:4]/[C:5](=[CH:9]\[C:10]3[CH:11]=[C:12]4[C:17](=[CH:18][CH:19]=3)[N:16]=[CH:15][CH:14]=[CH:13]4)/[C:6](=[O:8])[N:7]=2)[CH2:27][OH:28])=[CH:24][CH:23]=1. Given the reactants CS[C:3]1[S:4]/[C:5](=[CH:9]\[C:10]2[CH:11]=[C:12]3[C:17](=[CH:18][CH:19]=2)[N:16]=[CH:15][CH:14]=[CH:13]3)/[C:6](=[O:8])[N:7]=1.[CH:20]1[C:25]([C@@H:26]([NH2:29])[CH2:27][OH:28])=[CH:24][CH:23]=[C:22]([F:30])[CH:21]=1.CCN(C(C)C)C(C)C, predict the reaction product. (2) Given the reactants [C:1]1([C:23]2[CH:28]=[CH:27][CH:26]=[CH:25][CH:24]=2)[CH:6]=[CH:5][C:4]([CH2:7][C@@H:8]([NH:15][C:16]([O:18][C:19]([CH3:22])([CH3:21])[CH3:20])=[O:17])[CH2:9][C@@H:10]([CH3:14])[C:11]([OH:13])=[O:12])=[CH:3][CH:2]=1.[C:29]1(C2C=CC=CC=2)C=CC(C[C@@H](NC(OC(C)(C)C)=O)C[C@H](C)C(O)=O)=CC=1.C(=O)([O-])[O-].[Cs+].[Cs+].CI.C(OC(C)C)(=O)C, predict the reaction product. The product is: [CH3:29][O:12][C:11](=[O:13])[C@H:10]([CH3:14])[CH2:9][C@H:8]([NH:15][C:16]([O:18][C:19]([CH3:22])([CH3:20])[CH3:21])=[O:17])[CH2:7][C:4]1[CH:3]=[CH:2][C:1]([C:23]2[CH:24]=[CH:25][CH:26]=[CH:27][CH:28]=2)=[CH:6][CH:5]=1. (3) Given the reactants [CH3:1][N:2]1[C:6]2[CH:7]=[CH:8][C:9]([C:11]([NH:13][C@@H:14]([CH3:18])[C:15](O)=[O:16])=[O:12])=[CH:10][C:5]=2[N:4]=[C:3]1[NH:19][C:20]1[S:21][C:22]2[CH:28]=[C:27]([O:29][C:30]([F:33])([F:32])[F:31])[CH:26]=[CH:25][C:23]=2[N:24]=1.[CH3:34][NH:35][CH3:36].CN(C(ON1N=NC2C=CC=CC1=2)=[N+](C)C)C.F[P-](F)(F)(F)(F)F.CCN(C(C)C)C(C)C, predict the reaction product. The product is: [CH3:34][N:35]([CH3:36])[C:15]([C@@H:14]([NH:13][C:11]([C:9]1[CH:8]=[CH:7][C:6]2[N:2]([CH3:1])[C:3]([NH:19][C:20]3[S:21][C:22]4[CH:28]=[C:27]([O:29][C:30]([F:31])([F:33])[F:32])[CH:26]=[CH:25][C:23]=4[N:24]=3)=[N:4][C:5]=2[CH:10]=1)=[O:12])[CH3:18])=[O:16]. (4) Given the reactants [F:1][C:2]([F:18])([F:17])[C:3]1[CH:4]=[C:5]([C:13](=O)[CH2:14]Br)[CH:6]=[C:7]([C:9]([F:12])([F:11])[F:10])[CH:8]=1.[CH3:19][O:20][C:21]([CH2:23][C:24]([NH2:26])=[O:25])=[O:22], predict the reaction product. The product is: [F:1][C:2]([F:18])([F:17])[C:3]1[CH:4]=[C:5]([C:13]2[N:26]=[C:24]([CH2:23][C:21]([O:20][CH3:19])=[O:22])[O:25][CH:14]=2)[CH:6]=[C:7]([C:9]([F:12])([F:11])[F:10])[CH:8]=1. (5) Given the reactants [O:1]1[C:5]2[CH:6]=[CH:7][CH:8]=[CH:9][C:4]=2[CH:3]=[C:2]1[C:10]([NH:12][CH2:13][CH2:14][S:15][C:16]1[CH:25]=[CH:24][C:19]([C:20](OC)=[O:21])=[CH:18][CH:17]=1)=[O:11].[NH2:26][OH:27].CO.[OH-].[Na+], predict the reaction product. The product is: [OH:27][NH:26][C:20](=[O:21])[C:19]1[CH:24]=[CH:25][C:16]([S:15][CH2:14][CH2:13][NH:12][C:10]([C:2]2[O:1][C:5]3[CH:6]=[CH:7][CH:8]=[CH:9][C:4]=3[CH:3]=2)=[O:11])=[CH:17][CH:18]=1.